From a dataset of Catalyst prediction with 721,799 reactions and 888 catalyst types from USPTO. Predict which catalyst facilitates the given reaction. (1) Reactant: Br[C:2]1[S:3][C:4]2[C:10]([C:11]3[CH:16]=[CH:15][C:14]([Cl:17])=[CH:13][CH:12]=3)=[C:9]([C@H:18]([O:24][C:25]([CH3:28])([CH3:27])[CH3:26])[C:19]([O:21][CH2:22][CH3:23])=[O:20])[C:8]([CH3:29])=[CH:7][C:5]=2[N:6]=1.[Cl:30][C:31]1[CH:36]=[C:35](B(O)O)[CH:34]=[CH:33][N:32]=1.C([O-])([O-])=O.[K+].[K+]. Product: [C:25]([O:24][C@@H:18]([C:9]1[C:8]([CH3:29])=[CH:7][C:5]2[N:6]=[C:2]([C:35]3[CH:34]=[CH:33][N:32]=[C:31]([Cl:30])[CH:36]=3)[S:3][C:4]=2[C:10]=1[C:11]1[CH:16]=[CH:15][C:14]([Cl:17])=[CH:13][CH:12]=1)[C:19]([O:21][CH2:22][CH3:23])=[O:20])([CH3:28])([CH3:27])[CH3:26]. The catalyst class is: 77. (2) Reactant: CO.[NH2:3][C:4]1[N:12]=[CH:11][N:10]=[C:9]2[C:5]=1[N:6]([C:24]1[CH:29]=[CH:28][C:27]([C:30](=[O:37])[C:31]3[CH:36]=[CH:35][CH:34]=[CH:33][CH:32]=3)=[CH:26][CH:25]=1)[C:7](=[O:23])[N:8]2[C@@H:13]1[CH2:17][CH2:16][N:15]([C:18](=[O:22])[C:19]#[C:20][CH3:21])[CH2:14]1.[BH4-].[Na+]. Product: [NH2:3][C:4]1[N:12]=[CH:11][N:10]=[C:9]2[C:5]=1[N:6]([C:24]1[CH:29]=[CH:28][C:27]([CH:30]([OH:37])[C:31]3[CH:32]=[CH:33][CH:34]=[CH:35][CH:36]=3)=[CH:26][CH:25]=1)[C:7](=[O:23])[N:8]2[C@@H:13]1[CH2:17][CH2:16][N:15]([C:18](=[O:22])[C:19]#[C:20][CH3:21])[CH2:14]1. The catalyst class is: 13.